From a dataset of Full USPTO retrosynthesis dataset with 1.9M reactions from patents (1976-2016). Predict the reactants needed to synthesize the given product. (1) Given the product [Br:1][C:2]1[C:3]([CH3:8])=[N:4][O:5][C:6]=1[NH:7][S:24]([C:16]1[C:17]2[CH:23]=[CH:22][CH:21]=[CH:20][C:18]=2[S:19][C:15]=1[CH2:11][CH2:12][CH2:13][CH3:14])(=[O:25])=[O:26], predict the reactants needed to synthesize it. The reactants are: [Br:1][C:2]1[C:3]([CH3:8])=[N:4][O:5][C:6]=1[NH2:7].[H-].[Na+].[CH2:11]([C:15]1[S:19][C:18]2[CH:20]=[CH:21][CH:22]=[CH:23][C:17]=2[C:16]=1[S:24](Cl)(=[O:26])=[O:25])[CH2:12][CH2:13][CH3:14]. (2) Given the product [CH3:10][C:11]1([CH3:36])[CH2:20][C:19]2[C:14](=[CH:15][CH:16]=[C:17]([C:21]([NH:7][S:4]([CH:2]([CH3:3])[CH3:1])(=[O:6])=[O:5])=[O:22])[CH:18]=2)[NH:13][CH:12]1[C:24]1[CH:29]=[CH:28][CH:27]=[C:26]([N:30]2[CH2:35][CH2:34][O:33][CH2:32][CH2:31]2)[CH:25]=1, predict the reactants needed to synthesize it. The reactants are: [CH3:1][CH:2]([S:4]([NH2:7])(=[O:6])=[O:5])[CH3:3].[H-].[Na+].[CH3:10][C:11]1([CH3:36])[CH2:20][C:19]2[C:14](=[CH:15][CH:16]=[C:17]([C:21](O)=[O:22])[CH:18]=2)[NH:13][CH:12]1[C:24]1[CH:29]=[CH:28][CH:27]=[C:26]([N:30]2[CH2:35][CH2:34][O:33][CH2:32][CH2:31]2)[CH:25]=1.C(N1C=CN=C1)(N1C=CN=C1)=O.